From a dataset of TCR-epitope binding with 47,182 pairs between 192 epitopes and 23,139 TCRs. Binary Classification. Given a T-cell receptor sequence (or CDR3 region) and an epitope sequence, predict whether binding occurs between them. (1) The epitope is HTTDPSFLGRY. The TCR CDR3 sequence is CSVEGGRGYTYNEQFF. Result: 0 (the TCR does not bind to the epitope). (2) The epitope is TAFTIPSI. The TCR CDR3 sequence is CAISAGTSDTQYF. Result: 0 (the TCR does not bind to the epitope). (3) The epitope is FLKEKGGL. The TCR CDR3 sequence is CASSPGEGGRYEQYF. Result: 1 (the TCR binds to the epitope). (4) Result: 0 (the TCR does not bind to the epitope). The epitope is QIKVRVKMV. The TCR CDR3 sequence is CSVEMGRTGVYNEQFF. (5) The epitope is AVFDRKSDAK. The TCR CDR3 sequence is CASSRTSGSLYNEQFF. Result: 1 (the TCR binds to the epitope).